This data is from Full USPTO retrosynthesis dataset with 1.9M reactions from patents (1976-2016). The task is: Predict the reactants needed to synthesize the given product. (1) Given the product [Cl:22][C:5]1[C:4]2[N:9]=[C:10]([C:12]3[CH:17]=[CH:16][CH:15]=[CH:14][CH:13]=3)[S:11][C:3]=2[C:2]([C:19]#[N:20])=[CH:7][N:6]=1, predict the reactants needed to synthesize it. The reactants are: Br[C:2]1[C:3]2[S:11][C:10]([C:12]3[CH:17]=[CH:16][CH:15]=[CH:14][CH:13]=3)=[N:9][C:4]=2[C:5](=O)[NH:6][CH:7]=1.[Cu][C:19]#[N:20].O.[ClH:22]. (2) Given the product [CH:1]12[CH2:6][CH:5]1[CH2:4][N:3]([C:7]1[N:12]=[C:11]([NH:13][CH2:14][C:15]3[CH:20]=[CH:19][C:18]([O:21][CH3:22])=[C:17]([Cl:23])[CH:16]=3)[C:10]([C:24]([NH:33][CH2:32][C:31]3[CH:34]=[CH:35][C:28]([F:27])=[CH:29][CH:30]=3)=[O:25])=[CH:9][N:8]=1)[CH2:2]2, predict the reactants needed to synthesize it. The reactants are: [CH:1]12[CH2:6][CH:5]1[CH2:4][N:3]([C:7]1[N:12]=[C:11]([NH:13][CH2:14][C:15]3[CH:20]=[CH:19][C:18]([O:21][CH3:22])=[C:17]([Cl:23])[CH:16]=3)[C:10]([C:24](O)=[O:25])=[CH:9][N:8]=1)[CH2:2]2.[F:27][C:28]1[CH:35]=[CH:34][C:31]([CH2:32][NH2:33])=[CH:30][CH:29]=1.C(N(CC)CC)C.CN(C(ON1N=NC2C=CC=NC1=2)=[N+](C)C)C.F[P-](F)(F)(F)(F)F. (3) Given the product [OH:8][C:9]([C:12]1[CH:13]=[CH:14][C:15]([C:18]2[N:19]=[C:20]([CH2:40][O:41][CH2:42][CH2:43][NH:44][C:45](=[O:61])[O:46][CH2:47][CH:48]3[C:49]4[CH:50]=[CH:51][CH:52]=[CH:53][C:54]=4[C:55]4[C:60]3=[CH:59][CH:58]=[CH:57][CH:56]=4)[N:21]3[C:26]4[CH:27]=[CH:28][N:29]([S:30]([C:33]5[CH:34]=[CH:35][C:36]([CH3:37])=[CH:38][CH:39]=5)(=[O:32])=[O:31])[C:25]=4[N:24]=[CH:23][C:22]=23)=[CH:16][CH:17]=1)([CH3:10])[CH3:11], predict the reactants needed to synthesize it. The reactants are: COC1C=CC(C[O:8][C:9]([C:12]2[CH:17]=[CH:16][C:15]([C:18]3[N:19]=[C:20]([CH2:40][O:41][CH2:42][CH2:43][NH:44][C:45](=[O:61])[O:46][CH2:47][CH:48]4[C:60]5[CH:59]=[CH:58][CH:57]=[CH:56][C:55]=5[C:54]5[C:49]4=[CH:50][CH:51]=[CH:52][CH:53]=5)[N:21]4[C:26]5[CH:27]=[CH:28][N:29]([S:30]([C:33]6[CH:39]=[CH:38][C:36]([CH3:37])=[CH:35][CH:34]=6)(=[O:32])=[O:31])[C:25]=5[N:24]=[CH:23][C:22]=34)=[CH:14][CH:13]=2)([CH3:11])[CH3:10])=CC=1.COC1C=CC(COC(C2C=CC([Mg]Br)=CC=2)(C)C)=CC=1.C1C2C(COC(NCCOCC(O)=O)=O)C3C(=CC=CC=3)C=2C=CC=1.C(C1C(=O)C(Cl)=C(Cl)C(=O)C=1C#N)#N. (4) Given the product [Cl:36][C:32]1[C:31]([F:37])=[C:30]([CH:35]=[CH:34][CH:33]=1)[NH:29][C:20]1[C:19]2[C:24](=[CH:25][C:26]([O:27][CH3:28])=[C:17]([CH2:15][OH:14])[CH:18]=2)[N:23]=[CH:22][N:21]=1, predict the reactants needed to synthesize it. The reactants are: COCCO[AlH2-]OCCOC.[Na+].C[O:14][C:15]([C:17]1[CH:18]=[C:19]2[C:24](=[CH:25][C:26]=1[O:27][CH3:28])[N:23]=[CH:22][N:21]=[C:20]2[NH:29][C:30]1[CH:35]=[CH:34][CH:33]=[C:32]([Cl:36])[C:31]=1[F:37])=O. (5) The reactants are: [CH2:1]([S:3][C:4]1[S:8][C:7]([NH:9][NH2:10])=[N:6][N:5]=1)[CH3:2].[N:11]1[CH:16]=[CH:15][CH:14]=[CH:13][C:12]=1[C:17](=O)[CH2:18][C:19](=O)[C:20]([O:22][CH3:23])=[O:21]. Given the product [CH2:1]([S:3][C:4]1[S:8][C:7]([NH:9][NH2:10])=[N:6][N:5]=1)[CH3:2].[CH2:1]([S:3][C:4]1[S:8][C:7]([N:9]2[C:17]([C:12]3[CH:13]=[CH:14][CH:15]=[CH:16][N:11]=3)=[CH:18][C:19]([C:20]([O:22][CH3:23])=[O:21])=[N:10]2)=[N:6][N:5]=1)[CH3:2], predict the reactants needed to synthesize it.